This data is from NCI-60 drug combinations with 297,098 pairs across 59 cell lines. The task is: Regression. Given two drug SMILES strings and cell line genomic features, predict the synergy score measuring deviation from expected non-interaction effect. Drug 1: CN1CCC(CC1)COC2=C(C=C3C(=C2)N=CN=C3NC4=C(C=C(C=C4)Br)F)OC. Drug 2: CC1=C2C(C(=O)C3(C(CC4C(C3C(C(C2(C)C)(CC1OC(=O)C(C(C5=CC=CC=C5)NC(=O)C6=CC=CC=C6)O)O)OC(=O)C7=CC=CC=C7)(CO4)OC(=O)C)O)C)OC(=O)C. Cell line: BT-549. Synergy scores: CSS=56.3, Synergy_ZIP=14.8, Synergy_Bliss=14.4, Synergy_Loewe=-26.2, Synergy_HSA=13.0.